From a dataset of Forward reaction prediction with 1.9M reactions from USPTO patents (1976-2016). Predict the product of the given reaction. (1) Given the reactants N[C:2]1[CH:3]=[C:4]2[C:9](=[CH:10][CH:11]=1)[N:8]=[CH:7][CH2:6][C:5]2=[O:12].[CH2:13]=O.[BH3-][C:16]#[N:17].[Na+].Cl, predict the reaction product. The product is: [CH3:13][N:17]([CH3:16])[C:2]1[CH:3]=[C:4]2[C:9](=[CH:10][CH:11]=1)[N:8]=[CH:7][CH2:6][C:5]2=[O:12]. (2) Given the reactants [CH2:1]([O:3][C:4]([O:6][C:7]1[CH:8]=[C:9]([CH2:19][C@H:20]([NH:32]C(OC(C)(C)C)=O)[C:21]([O:23][C@H:24]([CH3:31])[C@H:25]([O:27][C:28](=[O:30])[CH3:29])[CH3:26])=[O:22])[CH:10]=[CH:11][C:12]=1[O:13][C:14]([O:16][CH2:17][CH3:18])=[O:15])=[O:5])[CH3:2].[ClH:40], predict the reaction product. The product is: [ClH:40].[NH2:32][C@@H:20]([CH2:19][C:9]1[CH:10]=[CH:11][C:12]([O:13][C:14]([O:16][CH2:17][CH3:18])=[O:15])=[C:7]([O:6][C:4]([O:3][CH2:1][CH3:2])=[O:5])[CH:8]=1)[C:21]([O:23][C@H:24]([CH3:31])[C@H:25]([O:27][C:28](=[O:30])[CH3:29])[CH3:26])=[O:22]. (3) Given the reactants S(OC)(O[CH3:5])(=O)=O.[NH2:8][C:9]1[N:10]=[C:11]([C:15]2[CH:20]=[CH:19][C:18]([CH2:21][C@H:22]([O:27][CH2:28][CH3:29])[C:23]([O:25][CH3:26])=[O:24])=[CH:17][CH:16]=2)[N:12]([CH3:14])[N:13]=1.[CH2:30](OCC)C, predict the reaction product. The product is: [CH2:28]([O:27][C@@H:22]([CH2:21][C:18]1[CH:17]=[CH:16][C:15]([C:11]2[N:12]([CH3:14])[N:13]=[C:9]([NH:8][CH3:5])[N:10]=2)=[CH:20][CH:19]=1)[C:23]([O:25][CH3:26])=[O:24])[CH3:29].[CH2:28]([O:27][C@@H:22]([CH2:21][C:18]1[CH:19]=[CH:20][C:15]([C:11]2[N:12]([CH3:14])[N:13]=[C:9]([NH:8][CH3:30])[N:10]=2)=[CH:16][CH:17]=1)[C:23]([OH:25])=[O:24])[CH3:29]. (4) Given the reactants F[C:2]1[CH:9]=[CH:8][C:5]([C:6]#[N:7])=[CH:4][CH:3]=1.[CH3:10][O:11][CH2:12][CH2:13][CH2:14][CH2:15][CH2:16][O:17][CH:18]1[CH2:23][CH2:22][NH:21][CH2:20][CH2:19]1.C(=O)([O-])[O-].[K+].[K+].O, predict the reaction product. The product is: [CH3:10][O:11][CH2:12][CH2:13][CH2:14][CH2:15][CH2:16][O:17][CH:18]1[CH2:19][CH2:20][N:21]([C:2]2[CH:9]=[CH:8][C:5]([C:6]#[N:7])=[CH:4][CH:3]=2)[CH2:22][CH2:23]1. (5) Given the reactants [OH:1][C@H:2]1[CH2:7][N:6]([C:8]([O:10][C:11]([CH3:14])([CH3:13])[CH3:12])=[O:9])[C@H:5]([CH3:15])[CH2:4][CH2:3]1.[H-].[Na+].[Br:18][C:19]1[CH:24]=[CH:23][N:22]=[C:21](F)[CH:20]=1.O, predict the reaction product. The product is: [Br:18][C:19]1[CH:24]=[CH:23][N:22]=[C:21]([O:1][C@H:2]2[CH2:7][N:6]([C:8]([O:10][C:11]([CH3:14])([CH3:13])[CH3:12])=[O:9])[C@H:5]([CH3:15])[CH2:4][CH2:3]2)[CH:20]=1. (6) Given the reactants Br[C:2]1[CH:7]=[CH:6][C:5]([CH2:8][C:9]([O:11][CH2:12][CH3:13])=[O:10])=[CH:4][CH:3]=1.[N:14]1([CH2:20][CH2:21][NH2:22])[CH2:19][CH2:18][O:17][CH2:16][CH2:15]1.[O-]P([O-])([O-])=O.[K+].[K+].[K+].CC(P(C(C)(C)C)C1C(C2C=CC=CC=2)=CC=CC=1)(C)C, predict the reaction product. The product is: [N:14]1([CH2:20][CH2:21][NH:22][C:2]2[CH:7]=[CH:6][C:5]([CH2:8][C:9]([O:11][CH2:12][CH3:13])=[O:10])=[CH:4][CH:3]=2)[CH2:19][CH2:18][O:17][CH2:16][CH2:15]1. (7) The product is: [F:11][C:9]([F:12])([F:10])[C:7]1[CH:6]=[C:5]([C:13]([CH3:43])([CH3:42])[C:14]([N:16]([CH3:41])[C:17]2[C:18]([C:33]3[CH:38]=[CH:37][C:36]([F:39])=[CH:35][C:34]=3[CH3:40])=[CH:19][C:20]([C@@H:23]3[NH:27][C@@:26]([CH3:32])([C:28]([NH2:48])=[O:29])[CH2:25][CH2:24]3)=[N:21][CH:22]=2)=[O:15])[CH:4]=[C:3]([C:2]([F:44])([F:45])[F:1])[CH:8]=1. Given the reactants [F:1][C:2]([F:45])([F:44])[C:3]1[CH:4]=[C:5]([C:13]([CH3:43])([CH3:42])[C:14]([N:16]([CH3:41])[C:17]2[C:18]([C:33]3[CH:38]=[CH:37][C:36]([F:39])=[CH:35][C:34]=3[CH3:40])=[CH:19][C:20]([C@@H:23]3[NH:27][C@@:26]([CH3:32])([C:28](OC)=[O:29])[CH2:25][CH2:24]3)=[N:21][CH:22]=2)=[O:15])[CH:6]=[C:7]([C:9]([F:12])([F:11])[F:10])[CH:8]=1.CO.[NH3:48], predict the reaction product.